From a dataset of HIV replication inhibition screening data with 41,000+ compounds from the AIDS Antiviral Screen. Binary Classification. Given a drug SMILES string, predict its activity (active/inactive) in a high-throughput screening assay against a specified biological target. (1) The compound is Cl.N=c1ccn(C2OC(C(O)CO)C(O)C2O)c(=O)[nH]1. The result is 0 (inactive). (2) The molecule is COC(=O)C1=COC(OC2OC(CO)C(O)C(O)C2O)C2C1C=CC21C=C(C(C)OC(=O)C=Cc2ccc(O)cc2)C(=O)O1. The result is 0 (inactive). (3) The molecule is CCN(CC)CCC(=O)NC1c2ccccc2Oc2ccccc21. The result is 0 (inactive). (4) The molecule is CNN=C(Cc1occc(=O)c1O)C(=O)Nc1ccccc1C. The result is 0 (inactive). (5) The compound is COC(=O)C(Cc1c[nH]c2ccccc12)NC(=O)OCC1OC(n2cc(C)c(=O)[nH]c2=O)CC1N=[N+]=[N-]. The result is 0 (inactive). (6) The molecule is Cc1ccc2cccc(-c3cccc4ccccc34)c2n1. The result is 0 (inactive). (7) The molecule is CCOC(=O)c1sc2nc1CSc1sc(=S)sc1SCc1nc(sc1C(=O)OCC)-c1nc(c(C(=O)OCC)s1)CSc1sc(=S)sc1SCc1nc-2sc1C(=O)OCC. The result is 0 (inactive). (8) The compound is CC=C1CN2CCC34c5ccccc5N5C(=O)CCC(C1CC23)C54. The result is 0 (inactive). (9) The compound is CCCCCC1CCCC2C1CCC(CCC=CC(=O)OC)N2C(=O)OC(C)C(Cl)(Cl)Cl. The result is 0 (inactive). (10) The molecule is NC(=S)NN=C1C(=O)N(CCc2ccccc2)C(=O)C1C(=O)NCCc1ccccc1. The result is 0 (inactive).